This data is from Peptide-MHC class I binding affinity with 185,985 pairs from IEDB/IMGT. The task is: Regression. Given a peptide amino acid sequence and an MHC pseudo amino acid sequence, predict their binding affinity value. This is MHC class I binding data. (1) The peptide sequence is KRLRLIHLLH. The MHC is Mamu-B03 with pseudo-sequence Mamu-B03. The binding affinity (normalized) is 0.954. (2) The peptide sequence is LGFLATAGS. The MHC is Mamu-B3901 with pseudo-sequence Mamu-B3901. The binding affinity (normalized) is 0.443. (3) The peptide sequence is FQYEHEQTF. The MHC is HLA-A11:01 with pseudo-sequence HLA-A11:01. The binding affinity (normalized) is 0.0847. (4) The peptide sequence is ELRSLYNTV. The MHC is HLA-A68:02 with pseudo-sequence HLA-A68:02. The binding affinity (normalized) is 0.288. (5) The peptide sequence is WTALMFAAY. The MHC is HLA-B44:02 with pseudo-sequence HLA-B44:02. The binding affinity (normalized) is 0.0847. (6) The binding affinity (normalized) is 0.242. The peptide sequence is IPLQASLPF. The MHC is HLA-B54:01 with pseudo-sequence HLA-B54:01. (7) The peptide sequence is QAELTSNCTR. The MHC is HLA-A11:01 with pseudo-sequence HLA-A11:01. The binding affinity (normalized) is 0.280.